From a dataset of Aqueous solubility values for 9,982 compounds from the AqSolDB database. Regression/Classification. Given a drug SMILES string, predict its absorption, distribution, metabolism, or excretion properties. Task type varies by dataset: regression for continuous measurements (e.g., permeability, clearance, half-life) or binary classification for categorical outcomes (e.g., BBB penetration, CYP inhibition). For this dataset (solubility_aqsoldb), we predict Y. (1) The compound is O=C(O)c1ccc(O)cc1. The Y is -1.41 log mol/L. (2) The Y is -3.35 log mol/L. The molecule is CN(C(=O)NC(C)(C)c1ccccc1)c1ccccc1. (3) The molecule is CCCCOCC(C)O. The Y is -0.405 log mol/L. (4) The compound is O=c1ncnc2[nH][nH]cc1-2. The Y is -2.38 log mol/L. (5) The drug is O=[N+]([O-])c1ccccc1CO. The Y is -1.49 log mol/L.